Dataset: Peptide-MHC class II binding affinity with 134,281 pairs from IEDB. Task: Regression. Given a peptide amino acid sequence and an MHC pseudo amino acid sequence, predict their binding affinity value. This is MHC class II binding data. (1) The peptide sequence is PPPPQLGASPYKLGP. The MHC is HLA-DPA10103-DPB10201 with pseudo-sequence HLA-DPA10103-DPB10201. The binding affinity (normalized) is 0.225. (2) The peptide sequence is GPRSLTTLLRALGAQ. The MHC is DRB1_0405 with pseudo-sequence DRB1_0405. The binding affinity (normalized) is 0.0839. (3) The peptide sequence is LPAIVREAIKRRLRT. The MHC is DRB1_0901 with pseudo-sequence DRB1_0901. The binding affinity (normalized) is 0.322. (4) The peptide sequence is KLQTYPRTNTGSGTP. The MHC is DRB1_1302 with pseudo-sequence DRB1_1302. The binding affinity (normalized) is 0.363.